This data is from Experimentally validated miRNA-target interactions with 360,000+ pairs, plus equal number of negative samples. The task is: Binary Classification. Given a miRNA mature sequence and a target amino acid sequence, predict their likelihood of interaction. (1) The miRNA is hsa-miR-4320 with sequence GGGAUUCUGUAGCUUCCU. The protein sequence of the target gene is MRHCINCCVQLFPEDTHKQQVACQGGPHHSHQACPTCKGENKILFRVDSKQMNLLAVLEVRTEGNENWGGFLRFRKGKRCSLVFGLIIMTLVMASYILSGAHQELLISSPFHYGGFPSNPSVMDGENPSDVKEHHYQPSVNNISYVKDYPSIKLIIDSIAARIEFTTRQLPDLQDLKRQELHMFSVIPSKFLPTSKSPCWYEEFSGRNTTDPYLTNSYVLYSKRFRSTFDALRKVFWGHLSHVQGKHFRLRCLPHFYIIGQPKCGTTDLYDRLRLHPEVKFSAIKEPHWWTRKRFGIVRL.... Result: 0 (no interaction). (2) The miRNA is hsa-miR-3928-3p with sequence GGAGGAACCUUGGAGCUUCGGC. The protein sequence of the target gene is MPRIDADLKLDFKDVLLRPKRSSLKSRSEVDLERTFTFRNSKQTYSGIPIIVANMDTVGTFEMAVVMSQHAMFTAVHKHYSLDDWKCFAETHPECLQHVAVSSGSGQNDLERMSRILEAVPQVKFICLDVANGYSEHFVEFVKLVRSKFPEHTIMAGNVVTGEMVEELILSGADIIKVGVGPGSVCTTRTKTGVGYPQLSAVIECADSAHGLKGHIISDGGCTCPGDVAKAFGAGADFVMLGGMFSGHTECAGEVIERNGQKLKLFYGMSSDTAMKKHAGGVAEYRASEGKTVEVPYKGD.... Result: 0 (no interaction).